From a dataset of Catalyst prediction with 721,799 reactions and 888 catalyst types from USPTO. Predict which catalyst facilitates the given reaction. (1) Reactant: [Cl:1][C:2]1[CH:3]=[C:4]([C:12]([O:14]C(C)C)=[O:13])[CH:5]=[N:6][C:7]=1[O:8][CH:9]([CH3:11])[CH3:10].[OH-].[Na+]. Product: [Cl:1][C:2]1[CH:3]=[C:4]([C:12]([OH:14])=[O:13])[CH:5]=[N:6][C:7]=1[O:8][CH:9]([CH3:11])[CH3:10]. The catalyst class is: 252. (2) Product: [C:1]([O:5][C:6]([N:8]1[CH2:13][CH2:12][CH2:11][C:10]([NH:19][C:20]([O:22][CH2:23][C:24]2[CH:25]=[CH:26][CH:27]=[CH:28][CH:29]=2)=[O:21])([C:14]([F:18])([F:17])[CH2:15][O:16][S:38]([CH3:37])(=[O:40])=[O:39])[CH2:9]1)=[O:7])([CH3:4])([CH3:2])[CH3:3]. Reactant: [C:1]([O:5][C:6]([N:8]1[CH2:13][CH2:12][CH2:11][C:10]([NH:19][C:20]([O:22][CH2:23][C:24]2[CH:29]=[CH:28][CH:27]=[CH:26][CH:25]=2)=[O:21])([C:14]([F:18])([F:17])[CH2:15][OH:16])[CH2:9]1)=[O:7])([CH3:4])([CH3:3])[CH3:2].C(N(CC)CC)C.[CH3:37][S:38](Cl)(=[O:40])=[O:39].S(=O)(=O)(O)[O-].[K+]. The catalyst class is: 22. (3) Reactant: [Cl:1][C:2]1[CH:3]=[C:4]2[C:10]([C:11]3[N:16]=[C:15]([CH2:17][C:18]([OH:20])=O)[CH:14]=[N:13][CH:12]=3)=[CH:9][NH:8][C:5]2=[N:6][CH:7]=1.Cl.[F:22][C:23]([F:27])([F:26])[CH2:24][NH2:25].C1C=CC2N(O)N=NC=2C=1.C(Cl)CCl. Product: [Cl:1][C:2]1[CH:3]=[C:4]2[C:10]([C:11]3[N:16]=[C:15]([CH2:17][C:18]([NH:25][CH2:24][C:23]([F:27])([F:26])[F:22])=[O:20])[CH:14]=[N:13][CH:12]=3)=[CH:9][NH:8][C:5]2=[N:6][CH:7]=1. The catalyst class is: 39. (4) Reactant: C(=O)([O-])[O-].[K+].[K+].Br[C:8]1[CH:13]=[CH:12][C:11]([C:14]([F:17])([F:16])[F:15])=[CH:10][N:9]=1.[OH:18][C:19]1[CH:24]=[CH:23][C:22]([C:25]([O:27][CH2:28][CH3:29])=[O:26])=[CH:21][CH:20]=1. Product: [F:15][C:14]([F:17])([F:16])[C:11]1[CH:12]=[CH:13][C:8]([O:18][C:19]2[CH:20]=[CH:21][C:22]([C:25]([O:27][CH2:28][CH3:29])=[O:26])=[CH:23][CH:24]=2)=[N:9][CH:10]=1. The catalyst class is: 10.